This data is from Forward reaction prediction with 1.9M reactions from USPTO patents (1976-2016). The task is: Predict the product of the given reaction. (1) Given the reactants Cl[C:2]1[N:7]=[CH:6][N:5]=[C:4]([O:8][C:9]2[CH:14]=[CH:13][C:12]([NH:15][C:16]([NH:18][C:19]3[CH:24]=[CH:23][C:22]([N:25]4[CH2:30][CH2:29][O:28][CH2:27][CH2:26]4)=[C:21]([C:31]([F:34])([F:33])[F:32])[CH:20]=3)=[O:17])=[CH:11][CH:10]=2)[CH:3]=1.[Cl:35][C:36]1[CH:37]=[CH:38][C:39]([O:43][CH3:44])=[C:40]([NH2:42])[CH:41]=1.Cl, predict the reaction product. The product is: [Cl:35][C:36]1[CH:37]=[CH:38][C:39]([O:43][CH3:44])=[C:40]([NH:42][C:2]2[N:7]=[CH:6][N:5]=[C:4]([O:8][C:9]3[CH:14]=[CH:13][C:12]([NH:15][C:16]([NH:18][C:19]4[CH:24]=[CH:23][C:22]([N:25]5[CH2:26][CH2:27][O:28][CH2:29][CH2:30]5)=[C:21]([C:31]([F:34])([F:33])[F:32])[CH:20]=4)=[O:17])=[CH:11][CH:10]=3)[CH:3]=2)[CH:41]=1. (2) The product is: [F:1][C:2]([F:14])([F:13])[C:3]1[CH:8]=[CH:7][N:6]=[C:5]([C:9]([NH:16][NH2:17])=[O:10])[N:4]=1. Given the reactants [F:1][C:2]([F:14])([F:13])[C:3]1[CH:8]=[CH:7][N:6]=[C:5]([C:9](OC)=[O:10])[N:4]=1.O.[NH2:16][NH2:17], predict the reaction product. (3) Given the reactants [F:1][C:2]1[CH:14]=[CH:13][C:5]([C:6](=[O:12])[NH:7][CH2:8][C:9]([OH:11])=O)=[CH:4][CH:3]=1.[C:15]1([CH:21]([NH2:28])[C:22]2[CH:27]=[CH:26][CH:25]=[CH:24][CH:23]=2)[CH:20]=[CH:19][CH:18]=[CH:17][CH:16]=1, predict the reaction product. The product is: [CH:21]([NH:28][C:9]([CH2:8][NH:7][C:6](=[O:12])[C:5]1[CH:4]=[CH:3][C:2]([F:1])=[CH:14][CH:13]=1)=[O:11])([C:22]1[CH:23]=[CH:24][CH:25]=[CH:26][CH:27]=1)[C:15]1[CH:20]=[CH:19][CH:18]=[CH:17][CH:16]=1. (4) The product is: [ClH:44].[ClH:44].[ClH:44].[NH2:1][C:2]1[N:3]=[C:4]([C:19]2[CH:24]=[N:23][CH:22]=[C:21]([O:25][CH2:26][C@H:27]([NH2:30])[CH2:28][CH3:29])[CH:20]=2)[CH:5]=[C:6]2[C:11]=1[CH:10]=[N:9][C:8]1[CH:12]=[C:13]([O:17][CH3:18])[C:14]([OH:16])=[CH:15][C:7]2=1. Given the reactants [NH2:1][C:2]1[N:3]=[C:4]([C:19]2[CH:20]=[C:21]([O:25][CH2:26][C@H:27]([NH:30]C(=O)OC(C)(C)C)[CH2:28][CH3:29])[CH:22]=[N:23][CH:24]=2)[CH:5]=[C:6]2[C:11]=1[CH:10]=[N:9][C:8]1[CH:12]=[C:13]([O:17][CH3:18])[C:14]([OH:16])=[CH:15][C:7]2=1.CCOC(C)=O.[ClH:44], predict the reaction product. (5) Given the reactants [F:1][C:2]1[CH:7]=[CH:6][C:5]([C:8]2[CH:16]=[C:15]3[N:10]([C:11]([S:17][CH3:18])=[N:12][CH:13]=[CH:14]3)[N:9]=2)=[CH:4][CH:3]=1.O.[C:20](OC(=O)C)(=[O:22])[CH3:21], predict the reaction product. The product is: [F:1][C:2]1[CH:3]=[CH:4][C:5]([C:8]2[C:16]([C:20](=[O:22])[CH3:21])=[C:15]3[N:10]([C:11]([S:17][CH3:18])=[N:12][CH:13]=[CH:14]3)[N:9]=2)=[CH:6][CH:7]=1. (6) Given the reactants C(=[NH:14])(C1C=CC=CC=1)C1C=CC=CC=1.Br[C:16]1[CH:17]=[CH:18][C:19]([C:22]2([C:34]#[N:35])[CH2:27][CH2:26][N:25]([C@H:28]3[CH2:32][CH2:31][O:30][C@H:29]3[CH3:33])[CH2:24][CH2:23]2)=[N:20][CH:21]=1.C(P(C(C)(C)C)C1C=CC2C(=CC=CC=2)C=1C1C2C(=CC=CC=2)C=CC=1)(C)(C)C.CC(C)([O-])C.[Na+].Cl, predict the reaction product. The product is: [NH2:14][C:16]1[CH:17]=[CH:18][C:19]([C:22]2([C:34]#[N:35])[CH2:27][CH2:26][N:25]([C@H:28]3[CH2:32][CH2:31][O:30][C@H:29]3[CH3:33])[CH2:24][CH2:23]2)=[N:20][CH:21]=1. (7) Given the reactants [F:1][C:2]([F:44])([F:43])[C:3]1[CH:4]=[C:5]([CH:40]=[CH:41][CH:42]=1)[CH2:6][NH:7][C:8]([C:10]1[CH:15]=[CH:14][N:13]=[C:12]([C:16]2[CH:21]=[C:20]([N:22]3[CH2:27][CH2:26][CH2:25][CH2:24][CH2:23]3)[CH:19]=[CH:18][C:17]=2[NH:28][C:29]([C:31]2[CH:32]=[C:33]([CH:37]=[CH:38][CH:39]=2)[C:34](O)=[O:35])=[O:30])[CH:11]=1)=[O:9].CCN=C=NCCCN(C)C.Cl.[CH3:57][O:58][CH2:59][CH2:60][NH:61][C:62](=[O:67])[CH2:63][CH2:64][NH:65][CH3:66], predict the reaction product. The product is: [F:44][C:2]([F:1])([F:43])[C:3]1[CH:4]=[C:5]([CH:40]=[CH:41][CH:42]=1)[CH2:6][NH:7][C:8]([C:10]1[CH:15]=[CH:14][N:13]=[C:12]([C:16]2[CH:21]=[C:20]([N:22]3[CH2:23][CH2:24][CH2:25][CH2:26][CH2:27]3)[CH:19]=[CH:18][C:17]=2[NH:28][C:29](=[O:30])[C:31]2[CH:39]=[CH:38][CH:37]=[C:33]([C:34]([N:65]([CH2:64][CH2:63][C:62]([NH:61][CH2:60][CH2:59][O:58][CH3:57])=[O:67])[CH3:66])=[O:35])[CH:32]=2)[CH:11]=1)=[O:9]. (8) Given the reactants Br[C:2]1[CH:7]=[CH:6][CH:5]=[C:4]([CH2:8][O:9][Si:10]([C:13]([CH3:16])([CH3:15])[CH3:14])([CH3:12])[CH3:11])[N:3]=1.CCCCCC.[Li]CCCC.[CH3:28][C:29](N(C)C)=[O:30], predict the reaction product. The product is: [C:29]([C:2]1[CH:7]=[CH:6][CH:5]=[C:4]([CH2:8][O:9][Si:10]([C:13]([CH3:16])([CH3:15])[CH3:14])([CH3:12])[CH3:11])[N:3]=1)(=[O:30])[CH3:28]. (9) Given the reactants C([O:3][C:4](=[O:32])[CH2:5][S:6][C:7]1[N:8]([CH3:31])[C:9]2[C:14]([N:15]=1)=[CH:13][N:12]=[C:11]([N:16]1[CH2:21][CH2:20][CH:19]([O:22][C:23]3[CH:28]=[C:27]([F:29])[CH:26]=[CH:25][C:24]=3[Br:30])[CH2:18][CH2:17]1)[N:10]=2)C.[OH-].[Na+], predict the reaction product. The product is: [Br:30][C:24]1[CH:25]=[CH:26][C:27]([F:29])=[CH:28][C:23]=1[O:22][CH:19]1[CH2:20][CH2:21][N:16]([C:11]2[N:10]=[C:9]3[C:14]([N:15]=[C:7]([S:6][CH2:5][C:4]([OH:32])=[O:3])[N:8]3[CH3:31])=[CH:13][N:12]=2)[CH2:17][CH2:18]1. (10) Given the reactants [NH2:1][C:2]1[N:6]([C@@H:7]2[CH2:12][CH2:11][CH2:10][N:9](C(OC(C)(C)C)=O)[CH2:8]2)[N:5]=[C:4]([C:20]2[CH:25]=[CH:24][C:23]([O:26][C:27]3[CH:32]=[CH:31][CH:30]=[CH:29][CH:28]=3)=[CH:22][CH:21]=2)[C:3]=1[C:33](=[O:35])[NH2:34].[ClH:36], predict the reaction product. The product is: [ClH:36].[NH2:1][C:2]1[N:6]([C@@H:7]2[CH2:12][CH2:11][CH2:10][NH:9][CH2:8]2)[N:5]=[C:4]([C:20]2[CH:21]=[CH:22][C:23]([O:26][C:27]3[CH:32]=[CH:31][CH:30]=[CH:29][CH:28]=3)=[CH:24][CH:25]=2)[C:3]=1[C:33]([NH2:34])=[O:35].